From a dataset of Full USPTO retrosynthesis dataset with 1.9M reactions from patents (1976-2016). Predict the reactants needed to synthesize the given product. (1) Given the product [CH2:27]([C:3]1[N:4]=[C:5]([CH2:24][CH2:25][CH3:26])[N:6]([CH2:9][C:10]2[CH:11]=[CH:12][C:13]([C:16]3[C:17]([C:22]#[N:23])=[CH:18][CH:19]=[CH:20][CH:21]=3)=[CH:14][CH:15]=2)[C:7](=[O:8])[C:2]=1[C:36]1[CH:37]=[CH:38][C:33]([O:32][CH2:29][CH2:30][CH3:31])=[CH:34][CH:35]=1)[CH3:28], predict the reactants needed to synthesize it. The reactants are: Br[C:2]1[C:7](=[O:8])[N:6]([CH2:9][C:10]2[CH:15]=[CH:14][C:13]([C:16]3[C:17]([C:22]#[N:23])=[CH:18][CH:19]=[CH:20][CH:21]=3)=[CH:12][CH:11]=2)[C:5]([CH2:24][CH2:25][CH3:26])=[N:4][C:3]=1[CH2:27][CH3:28].[CH2:29]([O:32][C:33]1[CH:38]=[CH:37][C:36](B(O)O)=[CH:35][CH:34]=1)[CH2:30][CH3:31].C(=O)([O-])[O-].[Cs+].[Cs+]. (2) Given the product [NH2:11][C@@H:8]([C:5]1[C:4]([F:19])=[C:3]([C:2]([Cl:1])=[CH:7][CH:6]=1)[C:20]([C:22]1[CH:27]=[CH:26][C:25]([NH2:28])=[N:24][CH:23]=1)=[O:21])[CH2:9][CH3:10], predict the reactants needed to synthesize it. The reactants are: [Cl:1][C:2]1[CH:7]=[CH:6][C:5]([C@H:8]([NH:11]C(=O)OC(C)(C)C)[CH2:9][CH3:10])=[C:4]([F:19])[C:3]=1[C:20]([C:22]1[CH:23]=[N:24][C:25]([NH:28]CC2C=CC(OC)=CC=2)=[CH:26][CH:27]=1)=[O:21].FC(F)(F)C(O)=O. (3) Given the product [OH:12][C:10]1[CH:11]=[C:2]([C:33]2[CH:34]=[C:35]([C:38]([F:41])([F:40])[F:39])[CH:36]=[CH:37][C:32]=2[O:31][CH3:30])[CH:3]=[C:4]2[C:9]=1[N:8]=[CH:7][NH:6][C:5]2=[O:29], predict the reactants needed to synthesize it. The reactants are: Br[C:2]1[CH:3]=[C:4]2[C:9](=[C:10]([O:12]COCC[Si](C)(C)C)[CH:11]=1)[N:8]=[CH:7][N:6](COCC[Si](C)(C)C)[C:5]2=[O:29].[CH3:30][O:31][C:32]1[CH:37]=[CH:36][C:35]([C:38]([F:41])([F:40])[F:39])=[CH:34][C:33]=1B(O)O.C1C2C(=CC=CC=2)CCC=1B(O)O.C(=O)([O-])[O-].[K+].[K+]. (4) Given the product [N:20]1[CH:25]=[CH:24][C:23]([C:26]2[CH:31]=[CH:30][C:29]([NH:32][C:6]([C:2]3[NH:1][CH:5]=[CH:4][CH:3]=3)=[O:8])=[CH:28][CH:27]=2)=[CH:22][CH:21]=1, predict the reactants needed to synthesize it. The reactants are: [NH:1]1[CH:5]=[CH:4][CH:3]=[C:2]1[C:6]([OH:8])=O.C(Cl)(=O)C(Cl)=O.CN(C)C=O.[N:20]1[CH:25]=[CH:24][C:23]([C:26]2[CH:31]=[CH:30][C:29]([NH2:32])=[CH:28][CH:27]=2)=[CH:22][CH:21]=1. (5) Given the product [CH:14]1([CH2:13][O:11][CH2:10][CH:9]2[CH:4]([CH3:3])[CH2:5][CH:6]=[CH:7][CH2:8]2)[CH2:16][CH2:15]1, predict the reactants needed to synthesize it. The reactants are: [NH2-].[Na+].[CH3:3][CH:4]1[CH:9]([CH2:10][OH:11])[CH2:8][CH:7]=[CH:6][CH2:5]1.Br[CH2:13][CH:14]1[CH2:16][CH2:15]1.